Dataset: Forward reaction prediction with 1.9M reactions from USPTO patents (1976-2016). Task: Predict the product of the given reaction. The product is: [C:2]([N:19]1[CH2:20][CH2:21][NH:22][CH2:23][CH2:24]1)([O:4][CH2:5][CH:6]1[C:18]2[C:13](=[CH:14][CH:15]=[CH:16][CH:17]=2)[C:12]2[C:7]1=[CH:8][CH:9]=[CH:10][CH:11]=2)=[O:3]. Given the reactants Br.[C:2]([N:19]1[CH2:24][CH2:23][NH:22][CH2:21][CH2:20]1)([O:4][CH2:5][CH:6]1[C:18]2[C:13](=[CH:14][CH:15]=[CH:16][CH:17]=2)[C:12]2[C:7]1=[CH:8][CH:9]=[CH:10][CH:11]=2)=[O:3].C([O-])(O)=O.[Na+], predict the reaction product.